Dataset: Reaction yield outcomes from USPTO patents with 853,638 reactions. Task: Predict the reaction yield, written as a fraction of the theoretical maximum amount of product (1.0 means a 100% yield; for example, 0.34 means a 34% yield). (1) The reactants are [Br:1][C:2]1[CH:7]=[C:6](F)[CH:5]=[CH:4][C:3]=1[N+:9]([O-:11])=[O:10].[CH3:12][N:13]1[CH2:18][CH2:17][NH:16][CH2:15][CH2:14]1.O. The catalyst is CCOC(C)=O. The product is [Br:1][C:2]1[CH:7]=[C:6]([N:16]2[CH2:17][CH2:18][N:13]([CH3:12])[CH2:14][CH2:15]2)[CH:5]=[CH:4][C:3]=1[N+:9]([O-:11])=[O:10]. The yield is 0.450. (2) The reactants are C([O:5][C:6]([CH:8]1[CH2:13][CH2:12][N:11]([C:14]2[C:25]([C:26]#[N:27])=[CH:24][C:17]([C:18]([O:20][CH:21]([CH3:23])[CH3:22])=[O:19])=[C:16]([O:28][CH3:29])[N:15]=2)[CH2:10][CH2:9]1)=[O:7])(C)(C)C. The catalyst is C(Cl)Cl.C(O)(C(F)(F)F)=O. The product is [C:26]([C:25]1[C:14]([N:11]2[CH2:10][CH2:9][CH:8]([C:6]([OH:7])=[O:5])[CH2:13][CH2:12]2)=[N:15][C:16]([O:28][CH3:29])=[C:17]([C:18]([O:20][CH:21]([CH3:22])[CH3:23])=[O:19])[CH:24]=1)#[N:27]. The yield is 1.00.